Dataset: Forward reaction prediction with 1.9M reactions from USPTO patents (1976-2016). Task: Predict the product of the given reaction. (1) Given the reactants Br[C:2]1[CH:7]=[CH:6][CH:5]=[CH:4][C:3]=1[CH2:8][C:9]([OH:11])=[O:10].[CH3:12][O:13][C:14]1[C:15]([NH2:20])=[CH:16][CH:17]=[CH:18][CH:19]=1, predict the reaction product. The product is: [CH3:12][O:13][C:14]1[CH:19]=[CH:18][CH:17]=[CH:16][C:15]=1[NH:20][C:2]1[CH:7]=[CH:6][CH:5]=[CH:4][C:3]=1[CH2:8][C:9]([OH:11])=[O:10]. (2) The product is: [CH:9]1[C:10]2[CH2:1][CH2:2][CH2:3][CH2:4][C:5]=2[CH:6]=[CH:7][C:8]=1[S:12]([Cl:11])(=[O:14])=[O:13]. Given the reactants [CH:1]1[C:10]2[CH2:9][CH2:8][CH2:7][CH2:6][C:5]=2[CH:4]=[CH:3][CH:2]=1.[Cl:11][S:12](O)(=[O:14])=[O:13], predict the reaction product. (3) Given the reactants ClC(Cl)(Cl)C(=N)O[CH:5]([C:11]1[CH:16]=[CH:15][C:14]([Br:17])=[CH:13][CH:12]=1)[C:6]1[CH:10]=[CH:9][S:8][CH:7]=1.[C:21]([CH2:23][NH:24][C:25](=[O:32])[C@@H:26]([OH:31])[CH2:27][CH:28]([CH3:30])[CH3:29])#[N:22].C12(CS(O)(=O)=O)C(C)(C)C(CC1)CC2=O.O, predict the reaction product. The product is: [Br:17][C:14]1[CH:13]=[CH:12][C:11]([CH:5]([C:6]2[CH:10]=[CH:9][S:8][CH:7]=2)[O:31][C@@H:26]([CH2:27][CH:28]([CH3:29])[CH3:30])[C:25]([NH:24][CH2:23][C:21]#[N:22])=[O:32])=[CH:16][CH:15]=1. (4) The product is: [Cl:1][C:2]1[CH:7]=[CH:6][C:5]([NH:8][C:9]2[CH:18]=[CH:17][CH:16]=[C:15]3[C:10]=2[CH2:11][CH2:12][N:13]([CH2:20][C@H:21]([OH:22])[CH2:25][OH:24])[C:14]3=[O:19])=[CH:4][C:3]=1[C:28]1[NH:29][C:30]([C:33]2[CH:38]=[CH:37][CH:36]=[CH:35][CH:34]=2)=[CH:31][N:32]=1. Given the reactants [Cl:1][C:2]1[CH:7]=[CH:6][C:5]([NH:8][C:9]2[CH:18]=[CH:17][CH:16]=[C:15]3[C:10]=2[CH2:11][CH2:12][N:13]([CH2:20][C@H:21]2[CH2:25][O:24]C(C)(C)[O:22]2)[C:14]3=[O:19])=[CH:4][C:3]=1[C:28]1[NH:29][C:30]([C:33]2[CH:38]=[CH:37][CH:36]=[CH:35][CH:34]=2)=[CH:31][N:32]=1.C(O)(C(F)(F)F)=O, predict the reaction product.